The task is: Predict the reactants needed to synthesize the given product.. This data is from Full USPTO retrosynthesis dataset with 1.9M reactions from patents (1976-2016). (1) Given the product [C:20]([Si:24]([CH3:31])([CH3:32])[O:25][CH2:26][CH2:27][CH2:28][CH2:29][N:9]([C:3]1[C:2]([CH3:1])=[CH:7][C:6]([CH3:8])=[CH:5][N:4]=1)[CH:10]1[C:19]2[N:18]=[CH:17][CH:16]=[CH:15][C:14]=2[CH2:13][CH2:12][CH2:11]1)([CH3:23])([CH3:22])[CH3:21], predict the reactants needed to synthesize it. The reactants are: [CH3:1][C:2]1[C:3]([NH:9][CH:10]2[C:19]3[N:18]=[CH:17][CH:16]=[CH:15][C:14]=3[CH2:13][CH2:12][CH2:11]2)=[N:4][CH:5]=[C:6]([CH3:8])[CH:7]=1.[C:20]([Si:24]([CH3:32])([CH3:31])[O:25][CH2:26][CH2:27][CH2:28][CH:29]=O)([CH3:23])([CH3:22])[CH3:21].[BH-](OC(C)=O)(OC(C)=O)OC(C)=O.[Na+]. (2) Given the product [CH:1]1(/[CH:6]=[CH:7]/[C@@H:8]([OH:9])[C@H:10]([OH:14])[C@@H:11]([OH:18])[C@@H:12]([O:16][CH3:17])[C:13]([NH:20][C@@H:21]2[C:27](=[O:28])[NH:26][C:25]3[C:29]([C:33]4[CH:34]=[CH:35][CH:36]=[CH:37][CH:38]=4)=[CH:30][CH:31]=[CH:32][C:24]=3[O:23][CH2:22]2)=[O:15])[CH2:5][CH2:4][CH2:3][CH2:2]1, predict the reactants needed to synthesize it. The reactants are: [CH:1]1(/[CH:6]=[CH:7]/[C@H:8]([C@@H:10]2[O:14][C:13](=[O:15])[C@H:12]([O:16][CH3:17])[C@@H:11]2[OH:18])[OH:9])[CH2:5][CH2:4][CH2:3][CH2:2]1.Cl.[NH2:20][C@@H:21]1[C:27](=[O:28])[NH:26][C:25]2[C:29]([C:33]3[CH:38]=[CH:37][CH:36]=[CH:35][CH:34]=3)=[CH:30][CH:31]=[CH:32][C:24]=2[O:23][CH2:22]1.C(C(CCCC)C([O-])=O)C.[Na+]. (3) Given the product [CH2:26]([O:33][C:34]1[CH:39]=[C:38]([F:40])[CH:37]=[CH:36][C:35]=1[C:2]1[CH:7]=[CH:6][N:5]=[CH:4][C:3]=1[N:8]([CH3:25])[C:9](=[O:24])[C:10]1[CH:15]=[C:14]([C:16]([F:19])([F:18])[F:17])[CH:13]=[C:12]([C:20]([F:23])([F:22])[F:21])[CH:11]=1)[C:27]1[CH:28]=[CH:29][CH:30]=[CH:31][CH:32]=1, predict the reactants needed to synthesize it. The reactants are: Br[C:2]1[CH:7]=[CH:6][N:5]=[CH:4][C:3]=1[N:8]([CH3:25])[C:9](=[O:24])[C:10]1[CH:15]=[C:14]([C:16]([F:19])([F:18])[F:17])[CH:13]=[C:12]([C:20]([F:23])([F:22])[F:21])[CH:11]=1.[CH2:26]([O:33][C:34]1[CH:39]=[C:38]([F:40])[CH:37]=[CH:36][C:35]=1B(O)O)[C:27]1[CH:32]=[CH:31][CH:30]=[CH:29][CH:28]=1. (4) The reactants are: [NH2:1][CH:2]([CH2:6][CH:7]1[CH2:14][CH2:13][CH2:12][CH2:11][CH2:10][CH2:9][CH2:8]1)[C:3]([OH:5])=[O:4].[C:15](#N)[CH3:16]. Given the product [CH:7]1([CH2:6][CH:2]([N:1]2[CH2:16][C:15]3[C:2](=[CH:6][CH:7]=[CH:8][CH:9]=3)[C:3]2=[O:4])[C:3]([OH:5])=[O:4])[CH2:14][CH2:13][CH2:12][CH2:11][CH2:10][CH2:9][CH2:8]1, predict the reactants needed to synthesize it. (5) The reactants are: [CH3:1][C:2]1([CH3:19])[C:10]2[C:5](=[CH:6][C:7]([N+:15]([O-:17])=[O:16])=[C:8]([NH:11]C(=O)C)[CH:9]=2)[NH:4][C:3]1=[O:18].Br[CH2:21][C:22]#[C:23][CH2:24][CH3:25].C([O-])([O-])=O.[K+].[K+].C1CCN2C(=NCCC2)CC1. Given the product [NH2:11][C:8]1[CH:9]=[C:10]2[C:5](=[CH:6][C:7]=1[N+:15]([O-:17])=[O:16])[N:4]([CH2:21][C:22]#[C:23][CH2:24][CH3:25])[C:3](=[O:18])[C:2]2([CH3:1])[CH3:19], predict the reactants needed to synthesize it. (6) The reactants are: [CH3:1][O:2][C:3]([C:5]1[CH:6]=[C:7]([N+:15]([O-])=O)[C:8]2[N:9]([N:11]=[C:12]([CH3:14])[N:13]=2)[CH:10]=1)=[O:4].C1CCC=CC=1. Given the product [CH3:1][O:2][C:3]([C:5]1[CH:6]=[C:7]([NH2:15])[C:8]2[N:9]([N:11]=[C:12]([CH3:14])[N:13]=2)[CH:10]=1)=[O:4], predict the reactants needed to synthesize it. (7) Given the product [CH3:25][NH:27][C@H:28]([C:29]([NH:17][C@@H:14]1[C@@H:12]2[C@@H:11]([CH2:10][N:9]([C:7]3[CH:6]=[CH:5][CH:4]=[C:3]([C:2]([F:1])([F:18])[F:19])[N:8]=3)[CH2:13]2)[CH2:16][CH2:15]1)=[O:30])[CH2:32][C:33]([CH3:36])([CH3:35])[CH3:34], predict the reactants needed to synthesize it. The reactants are: [F:1][C:2]([F:19])([F:18])[C:3]1[N:8]=[C:7]([N:9]2[CH2:13][C@@H:12]3[C@@H:14]([NH2:17])[CH2:15][CH2:16][C@@H:11]3[CH2:10]2)[CH:6]=[CH:5][CH:4]=1.C(O[C:25]([N:27](C)[C@@H:28]([CH2:32][C:33]([CH3:36])([CH3:35])[CH3:34])[C:29](O)=[O:30])=O)(C)(C)C.O.ON1C2C=CC=CC=2N=N1.C(N=C=NCCCN(C)C)C.Cl.O1CCOCC1. (8) Given the product [Cl:22][C:4]1[N:5]=[C:6]([CH3:9])[C:7]([CH3:8])=[C:2]([CH3:1])[CH:3]=1, predict the reactants needed to synthesize it. The reactants are: [CH3:1][C:2]1[C:7]([CH3:8])=[C:6]([CH3:9])[NH:5][C:4](=O)[CH:3]=1.CN(C)C1C=CC=CC=1.O=P(Cl)(Cl)[Cl:22].